From a dataset of Reaction yield outcomes from USPTO patents with 853,638 reactions. Predict the reaction yield, written as a fraction of the theoretical maximum amount of product (1.0 means a 100% yield; for example, 0.34 means a 34% yield). (1) The reactants are C([O:4][C@@H:5]1[C@@H:11]([O:12]C(=O)C)[C@:10]2([C:17]3[CH:22]=[CH:21][C:20]([Cl:23])=[C:19]([C:24](=[O:34])[C:25]4[CH:30]=[CH:29][C:28]([O:31][CH2:32][CH3:33])=[CH:27][CH:26]=4)[CH:18]=3)[O:16][C@@:7]([CH2:35][O:36]C(=O)C)([CH2:8][O:9]2)[C@H:6]1[O:40]C(=O)C)(=O)C.C[O-].[Na+]. The catalyst is CO.O1CCCC1. The product is [Cl:23][C:20]1[CH:21]=[CH:22][C:17]([C@@:10]23[O:16][C@@:7]([CH2:35][OH:36])([CH2:8][O:9]2)[C@@H:6]([OH:40])[C@H:5]([OH:4])[C@H:11]3[OH:12])=[CH:18][C:19]=1[C:24]([C:25]1[CH:26]=[CH:27][C:28]([O:31][CH2:32][CH3:33])=[CH:29][CH:30]=1)=[O:34]. The yield is 0.940. (2) The reactants are Cl.[C:2](=[NH:7])([O:4][CH2:5][CH3:6])[CH3:3].C(N(CC)CC)C.[C:15](Cl)(=[O:22])[C:16]1[CH:21]=[CH:20][CH:19]=[CH:18][CH:17]=1. The catalyst is C1(C)C=CC=CC=1. The product is [CH2:5]([O:4][C:2](=[N:7][C:15](=[O:22])[C:16]1[CH:21]=[CH:20][CH:19]=[CH:18][CH:17]=1)[CH3:3])[CH3:6]. The yield is 0.820.